Dataset: Full USPTO retrosynthesis dataset with 1.9M reactions from patents (1976-2016). Task: Predict the reactants needed to synthesize the given product. (1) Given the product [Cl:25][C:26]1[CH:27]=[CH:28][C:29]([C:32]2[CH:36]=[C:35]([CH2:37][N:22]3[CH2:23][CH2:24][CH:19]([CH2:18][NH:17][C:13]4[N:14]=[N:15][CH:16]=[C:11]5[O:10][N:9]=[C:8]([C:2]6[CH:3]=[CH:4][CH:5]=[CH:6][CH:7]=6)[C:12]=45)[CH2:20][CH2:21]3)[O:34][N:33]=2)=[CH:30][CH:31]=1, predict the reactants needed to synthesize it. The reactants are: Cl.[C:2]1([C:8]2[C:12]3=[C:13]([NH:17][CH2:18][CH:19]4[CH2:24][CH2:23][NH:22][CH2:21][CH2:20]4)[N:14]=[N:15][CH:16]=[C:11]3[O:10][N:9]=2)[CH:7]=[CH:6][CH:5]=[CH:4][CH:3]=1.[Cl:25][C:26]1[CH:31]=[CH:30][C:29]([C:32]2[CH:36]=[C:35]([CH:37]=O)[O:34][N:33]=2)=[CH:28][CH:27]=1. (2) The reactants are: Br[C:2]1[CH:3]=[CH:4][C:5]([C:8]([OH:10])=[O:9])=[N:6][CH:7]=1.[CH2:11](C([Sn])=C(CCCC)CCCC)[CH2:12]CC. Given the product [CH:11]([C:2]1[CH:3]=[CH:4][C:5]([C:8]([OH:10])=[O:9])=[N:6][CH:7]=1)=[CH2:12], predict the reactants needed to synthesize it. (3) Given the product [N:1]1[CH:6]=[CH:5][C:4]([N:7]2[CH2:8][CH2:9][CH:10]([CH2:11][OH:12])[CH2:15][CH2:16]2)=[CH:3][CH:2]=1, predict the reactants needed to synthesize it. The reactants are: [N:1]1[CH:6]=[CH:5][C:4]([N:7]2[CH2:16][CH2:15][CH:10]([C:11](OC)=[O:12])[CH2:9][CH2:8]2)=[CH:3][CH:2]=1.[H-].[Al+3].[Li+].[H-].[H-].[H-].[OH-].[Na+].C(C(C(C([O-])=O)O)O)([O-])=O.[Na+].[Na+].C(C(C(C([O-])=O)O)O)([O-])=O.[K+].[K+]. (4) Given the product [CH3:14][C:11]1([C:9]2[NH:8][C:5]3=[CH:6][N:7]=[C:2]([NH2:15])[CH:3]=[C:4]3[CH:10]=2)[CH2:13][CH2:12]1, predict the reactants needed to synthesize it. The reactants are: Cl[C:2]1[CH:3]=[C:4]2[CH:10]=[C:9]([C:11]3([CH3:14])[CH2:13][CH2:12]3)[NH:8][C:5]2=[CH:6][N:7]=1.[NH3:15]. (5) The reactants are: [Br:1]Br.[C:3](=[O:20])([O:9][C:10]1[CH:19]=[C:18]2[C:13]([CH:14]=[CH:15][CH:16]=[N:17]2)=[CH:12][CH:11]=1)[O:4][C:5]([CH3:8])([CH3:7])[CH3:6].N1C=CC=CC=1. Given the product [C:3](=[O:20])([O:4][C:5]([CH3:8])([CH3:7])[CH3:6])[O:9][C:10]1[CH:19]=[C:18]2[C:13]([CH:14]=[C:15]([Br:1])[CH:16]=[N:17]2)=[CH:12][CH:11]=1, predict the reactants needed to synthesize it. (6) Given the product [F:20][C:19]([F:22])([F:21])[C:16]1[C:15]([C:2]2[CH:11]=[C:10]([NH:12][C:13]3[CH:18]=[CH:17][C:16]([C:19]([F:21])([F:20])[F:22])=[CH:15][N:14]=3)[C:9]3[C:4](=[N:5][CH:6]=[CH:7][CH:8]=3)[N:3]=2)=[N:36][CH:13]=[CH:18][CH:17]=1, predict the reactants needed to synthesize it. The reactants are: Cl[C:2]1[CH:11]=[C:10]([NH:12][C:13]2[CH:18]=[CH:17][C:16]([C:19]([F:22])([F:21])[F:20])=[CH:15][N:14]=2)[C:9]2[C:4](=[N:5][C:6](C3C(C(F)(F)F)=CC=CN=3)=[CH:7][CH:8]=2)[N:3]=1.C([O-])=O.[NH4+:36]. (7) Given the product [Br:1][C:2]1[CH:3]=[C:4]2[C:9](=[CH:10][CH:11]=1)[C:8](=[O:12])[NH:7][CH:6]=[C:5]2[F:13], predict the reactants needed to synthesize it. The reactants are: [Br:1][C:2]1[CH:3]=[C:4]2[C:9](=[CH:10][CH:11]=1)[C:8](=[O:12])[NH:7][CH:6]=[CH:5]2.[F:13][B-](F)(F)F.F[B-](F)(F)F.ClC[N+]12CC[N+](F)(CC1)CC2.CO.O=P(Cl)(Cl)Cl.